This data is from Reaction yield outcomes from USPTO patents with 853,638 reactions. The task is: Predict the reaction yield, written as a fraction of the theoretical maximum amount of product (1.0 means a 100% yield; for example, 0.34 means a 34% yield). (1) The product is [CH2:1]([C:3]1[N:4]([C:28]2[CH:33]=[CH:32][C:31]([O:34][C@H:43]3[CH2:44][CH2:45][C@@H:46]([OH:49])[CH2:47][CH2:48]3)=[CH:30][CH:29]=2)[C:5](=[O:27])[C:6]([CH2:12][C:13]2[CH:18]=[CH:17][C:16]([C:19]3[CH:24]=[CH:23][CH:22]=[CH:21][C:20]=3[C:25]3[NH:70][C:71](=[O:72])[O:73][N:26]=3)=[CH:15][CH:14]=2)=[C:7]([CH2:9][CH2:10][CH3:11])[N:8]=1)[CH3:2]. The yield is 0.290. The reactants are [CH2:1]([C:3]1[N:4]([C:28]2[CH:33]=[CH:32][C:31]([OH:34])=[CH:30][CH:29]=2)[C:5](=[O:27])[C:6]([CH2:12][C:13]2[CH:18]=[CH:17][C:16]([C:19]3[C:20]([C:25]#[N:26])=[CH:21][CH:22]=[CH:23][CH:24]=3)=[CH:15][CH:14]=2)=[C:7]([CH2:9][CH2:10][CH3:11])[N:8]=1)[CH3:2].[Si](O[CH:43]1[CH2:48][CH2:47][CH:46]([OH:49])[CH2:45][CH2:44]1)(C(C)(C)C)(C)C.C1(P(C2C=CC=CC=2)C2C=CC=CC=2)C=CC=CC=1.[N:70]([C:71]([O:73]C(C)C)=[O:72])=[N:70][C:71]([O:73]C(C)C)=[O:72]. The catalyst is O1CCCC1.O. (2) The reactants are CO.[C:3]([OH:13])(=[O:12])[CH:4]([C:6]1[CH:11]=[CH:10][CH:9]=[CH:8][CH:7]=1)[OH:5]. The catalyst is [Rh].C(O)(=O)C. The product is [CH:6]1([CH:4]([OH:5])[C:3]([OH:13])=[O:12])[CH2:11][CH2:10][CH2:9][CH2:8][CH2:7]1. The yield is 0.805. (3) The reactants are C(OC([NH:8][C:9]1([C:12]2[NH:13][C:14]([C:22]3[CH:31]=[CH:30][CH:29]=[C:28]4[C:23]=3[N:24]=[C:25]([NH:33][C:34]3([CH3:37])[CH2:36][CH2:35]3)[C:26]([CH3:32])=[N:27]4)=[CH:15][C:16]=2[C:17]([O:19]CC)=O)[CH2:11][CH2:10]1)=O)(C)(C)C.Cl.NC1(C2NC(C3C=CC=C4C=3N=C(NC3(C)CC3)C(C)=N4)=CC=2C(O)=O)CC1.Cl.NC1(C2NC(C3C=CC=C4C=3N=C(NC(C)(C)C)C(C)=N4)=CC=2C(O)=O)CC1.Cl.CN(C)CCCN=C=NCC.ON1C2C=CC=CC=2N=N1.CCN(C(C)C)C(C)C. The catalyst is CN(C=O)C.C(Cl)Cl. The product is [CH3:32][C:26]1[C:25]([NH:33][C:34]2([CH3:37])[CH2:35][CH2:36]2)=[N:24][C:23]2[C:28](=[CH:29][CH:30]=[CH:31][C:22]=2[C:14]2[NH:13][C:12]3[C:9]4([CH2:11][CH2:10]4)[NH:8][C:17](=[O:19])[C:16]=3[CH:15]=2)[N:27]=1. The yield is 0.300.